Dataset: Reaction yield outcomes from USPTO patents with 853,638 reactions. Task: Predict the reaction yield, written as a fraction of the theoretical maximum amount of product (1.0 means a 100% yield; for example, 0.34 means a 34% yield). (1) The reactants are [CH2:1]([N:8]([CH2:14][C:15]1[CH:20]=[CH:19][CH:18]=[CH:17][CH:16]=1)[CH2:9][C:10]([CH3:13])([OH:12])[CH3:11])[C:2]1[CH:7]=[CH:6][CH:5]=[CH:4][CH:3]=1.[N+](=[CH:23][C:24]([O:26][CH2:27][CH3:28])=[O:25])=[N-]. The catalyst is ClC(Cl)C.CC([O-])=O.CC([O-])=O.CC([O-])=O.CC([O-])=O.[Rh+2].[Rh+2]. The product is [CH2:27]([O:26][C:24](=[O:25])[CH2:23][O:12][C:10]([CH3:13])([CH3:11])[CH2:9][N:8]([CH2:1][C:2]1[CH:3]=[CH:4][CH:5]=[CH:6][CH:7]=1)[CH2:14][C:15]1[CH:16]=[CH:17][CH:18]=[CH:19][CH:20]=1)[CH3:28]. The yield is 0.130. (2) The reactants are [Cl:1][C:2]1[N:7]=[CH:6][N:5]=[C:4]([NH2:8])[C:3]=1[NH2:9].[Cl:10][C:11]1[CH:16]=[CH:15][CH:14]=[C:13]([Cl:17])[C:12]=1[N:18]=[C:19]=S.CCN(C(C)C)C(C)C. The catalyst is CC#N. The product is [Cl:1][C:2]1[N:7]=[CH:6][N:5]=[C:4]2[C:3]=1[N:9]=[C:19]([NH:18][C:12]1[C:11]([Cl:10])=[CH:16][CH:15]=[CH:14][C:13]=1[Cl:17])[NH:8]2. The yield is 0.200. (3) The reactants are [F:1][C:2]1[CH:7]=[C:6]([N+:8]([O-])=O)[CH:5]=[CH:4][C:3]=1[C:11]([N:13]([CH3:26])[CH2:14][CH2:15][CH2:16][N:17]([CH3:25])[C:18](=[O:24])[O:19][C:20]([CH3:23])([CH3:22])[CH3:21])=[O:12].[H][H]. The catalyst is CO.[C].[Pd]. The product is [NH2:8][C:6]1[CH:5]=[CH:4][C:3]([C:11]([N:13]([CH3:26])[CH2:14][CH2:15][CH2:16][N:17]([CH3:25])[C:18](=[O:24])[O:19][C:20]([CH3:23])([CH3:21])[CH3:22])=[O:12])=[C:2]([F:1])[CH:7]=1. The yield is 0.950. (4) The reactants are [CH2:1]=[C:2]([CH2:6][CH2:7][C:8]1[CH:13]=[CH:12][CH:11]=[CH:10][N:9]=1)[C:3]([OH:5])=[O:4].[BrH:14].C(O)(=O)C. No catalyst specified. The product is [BrH:14].[Br:14][CH2:1][CH:2]([CH2:6][CH2:7][C:8]1[CH:13]=[CH:12][CH:11]=[CH:10][N:9]=1)[C:3]([OH:5])=[O:4]. The yield is 0.900.